Dataset: Catalyst prediction with 721,799 reactions and 888 catalyst types from USPTO. Task: Predict which catalyst facilitates the given reaction. Reactant: [Na].[CH3:2][C:3]1[CH:12]=[C:11]([CH2:13][O:14][C:15]2[CH:20]=[CH:19][C:18]([S:21]([OH:24])(=O)=[O:22])=[CH:17][CH:16]=2)[C:10]2[C:5](=[CH:6][CH:7]=[CH:8][CH:9]=2)[N:4]=1.C(Cl)(=O)C([Cl:28])=O. Product: [ClH:28].[CH3:2][C:3]1[CH:12]=[C:11]([CH2:13][O:14][C:15]2[CH:20]=[CH:19][C:18]([S:21]([Cl:28])(=[O:24])=[O:22])=[CH:17][CH:16]=2)[C:10]2[C:5](=[CH:6][CH:7]=[CH:8][CH:9]=2)[N:4]=1. The catalyst class is: 204.